Dataset: Full USPTO retrosynthesis dataset with 1.9M reactions from patents (1976-2016). Task: Predict the reactants needed to synthesize the given product. Given the product [CH2:1]([O:3][C:4](=[O:14])[CH:5]([C:7]1[CH:12]=[CH:11][CH:10]=[C:9]([Br:13])[CH:8]=1)[N:16]([CH3:17])[CH3:15])[CH3:2], predict the reactants needed to synthesize it. The reactants are: [CH2:1]([O:3][C:4](=[O:14])[C:5]([C:7]1[CH:12]=[CH:11][CH:10]=[C:9]([Br:13])[CH:8]=1)=O)[CH3:2].[CH3:15][NH:16][CH3:17].C(O[BH-](OC(=O)C)OC(=O)C)(=O)C.[Na+].C(=O)(O)[O-].[Na+].